The task is: Binary Classification. Given a drug SMILES string, predict its activity (active/inactive) in a high-throughput screening assay against a specified biological target.. This data is from HIV replication inhibition screening data with 41,000+ compounds from the AIDS Antiviral Screen. (1) The drug is CS(=O)(=O)SCCCS(=O)(=O)O. The result is 0 (inactive). (2) The drug is O=C(NCCCNC(=O)c1ccc2cc(O)c(O)cc2c1)c1ccc2cc(O)c(O)cc2c1. The result is 0 (inactive). (3) The molecule is CCOC(=O)n1c2ccccc2c2c(O)c(OC)c3c(c21)C(=O)NC3=O. The result is 0 (inactive). (4) The molecule is CC(C)(C)OC(=O)NC(CCC(=O)OCc1ccccc1)C(=O)NCCCO. The result is 0 (inactive). (5) The result is 0 (inactive). The molecule is CC(CC(=O)NC1=CC=C(NC(=O)CC(C)=NNc2ccccc2)CC1)=NNc1ccccc1. (6) The result is 0 (inactive). The molecule is CN(C)CCNC(=O)c1ccc(Cl)c2c(Nc3ccc(S(N)(=O)=O)cc3)c3ccccc3nc12. (7) The molecule is S=C(NN=Cc1ccccn1)N(Cc1ccccn1)Cc1ccccn1. The result is 0 (inactive). (8) The drug is CN(C)CCN1C(=O)C2C3CCC(C)(O3)C2C1=O. The result is 0 (inactive). (9) The drug is NNC(=O)NNC(=O)NN. The result is 0 (inactive).